This data is from CYP2D6 inhibition data for predicting drug metabolism from PubChem BioAssay. The task is: Regression/Classification. Given a drug SMILES string, predict its absorption, distribution, metabolism, or excretion properties. Task type varies by dataset: regression for continuous measurements (e.g., permeability, clearance, half-life) or binary classification for categorical outcomes (e.g., BBB penetration, CYP inhibition). Dataset: cyp2d6_veith. (1) The molecule is O=C(O)C1(Nc2ccccc2)CCN(Cc2ccccc2)CC1. The result is 0 (non-inhibitor). (2) The molecule is O=C(CNC(=O)c1ccccn1)N/N=C/c1ccccc1. The result is 0 (non-inhibitor). (3) The molecule is CON1C(=O)C(=O)N(OC)C(C)(C)C1C. The result is 0 (non-inhibitor). (4) The result is 1 (inhibitor). The drug is CCOC(=O)C(=CNc1ncccc1C)C(=O)OCC.